The task is: Predict which catalyst facilitates the given reaction.. This data is from Catalyst prediction with 721,799 reactions and 888 catalyst types from USPTO. (1) Reactant: [N:1]([CH2:4][C@H:5]([NH:19]C(=O)OC(C)(C)C)[C:6]1[CH:11]=[CH:10][C:9]([O:12][CH2:13][CH:14]([CH3:18])[CH2:15][CH2:16][CH3:17])=[CH:8][CH:7]=1)=[N+:2]=[N-:3].FC(F)(F)C(O)=O. Product: [N:1]([CH2:4][C@@H:5]([C:6]1[CH:11]=[CH:10][C:9]([O:12][CH2:13][CH:14]([CH3:18])[CH2:15][CH2:16][CH3:17])=[CH:8][CH:7]=1)[NH2:19])=[N+:2]=[N-:3]. The catalyst class is: 4. (2) Reactant: [Cl:1][C:2]([Cl:8])([Cl:7])[C:3]([CH3:6])([OH:5])[CH3:4].[Cl:9][C:10]([CH3:16])([CH3:15])[C:11]([O:13][CH3:14])=[O:12]. Product: [C:11]([O:13][CH3:14])(=[O:12])[C:10]([CH3:16])=[CH2:15].[C:11]([OH:13])(=[O:12])[C:10]([CH3:16])=[CH2:15].[C:11]([O:5][C:3]([CH3:6])([CH3:4])[C:2]([Cl:8])([Cl:7])[Cl:1])(=[O:12])[C:10]([CH3:16])=[CH2:15].[Cl:9][C:10]([CH3:16])([CH3:15])[C:11]([O:5][C:3]([CH3:6])([CH3:4])[C:2]([Cl:8])([Cl:7])[Cl:1])=[O:12]. The catalyst class is: 5. (3) Reactant: [CH3:1][N:2]1[CH2:7][CH2:6][N:5]([C:8]2[CH:13]=[CH:12][C:11]([NH:14][C:15]3[N:20]=[C:19]([NH:21][C:22]4[CH:23]=[C:24]([CH2:28][C:29]#[N:30])[CH:25]=[CH:26][CH:27]=4)[CH:18]=[CH:17][N:16]=3)=[CH:10][C:9]=2[C:31]([F:34])([F:33])[F:32])[CH2:4][CH2:3]1.[ClH:35]. Product: [ClH:35].[CH3:1][N:2]1[CH2:7][CH2:6][N:5]([C:8]2[CH:13]=[CH:12][C:11]([NH:14][C:15]3[N:20]=[C:19]([NH:21][C:22]4[CH:23]=[C:24]([CH2:28][C:29]#[N:30])[CH:25]=[CH:26][CH:27]=4)[CH:18]=[CH:17][N:16]=3)=[CH:10][C:9]=2[C:31]([F:33])([F:34])[F:32])[CH2:4][CH2:3]1. The catalyst class is: 41.